This data is from Peptide-MHC class II binding affinity with 134,281 pairs from IEDB. The task is: Regression. Given a peptide amino acid sequence and an MHC pseudo amino acid sequence, predict their binding affinity value. This is MHC class II binding data. (1) The MHC is DRB1_0901 with pseudo-sequence DRB1_0901. The binding affinity (normalized) is 0.520. The peptide sequence is AAEQLWVTVYYGVPVWK. (2) The binding affinity (normalized) is 0. The peptide sequence is DPLWAASIIGILHL. The MHC is DRB1_0301 with pseudo-sequence DRB1_0301. (3) The peptide sequence is FIMAYVNQAHHIDLM. The MHC is DRB1_0701 with pseudo-sequence DRB1_0701. The binding affinity (normalized) is 0.773. (4) The peptide sequence is SVLLVVALFAVFLGS. The MHC is DRB1_0401 with pseudo-sequence DRB1_0401. The binding affinity (normalized) is 0.235. (5) The peptide sequence is KLEHPVTGCGERTEGRCL. The MHC is DRB1_1101 with pseudo-sequence DRB1_1101. The binding affinity (normalized) is 0. (6) The peptide sequence is STTVSTEQNVPDPQV. The MHC is DRB1_0701 with pseudo-sequence DRB1_0701. The binding affinity (normalized) is 0.0423. (7) The peptide sequence is LFFAKCLVVSTKGDV. The MHC is H-2-IAb with pseudo-sequence H-2-IAb. The binding affinity (normalized) is 0. (8) The peptide sequence is GELQIVDKIDAAFKD. The MHC is DRB1_0404 with pseudo-sequence DRB1_0404. The binding affinity (normalized) is 0.493. (9) The peptide sequence is QGSVITVQGADDIKK. The MHC is DRB5_0101 with pseudo-sequence DRB5_0101. The binding affinity (normalized) is 0.541. (10) The peptide sequence is GKEELQEIPTMLKKG. The MHC is HLA-DQA10201-DQB10301 with pseudo-sequence HLA-DQA10201-DQB10301. The binding affinity (normalized) is 0.